From a dataset of Peptide-MHC class I binding affinity with 185,985 pairs from IEDB/IMGT. Regression. Given a peptide amino acid sequence and an MHC pseudo amino acid sequence, predict their binding affinity value. This is MHC class I binding data. (1) The peptide sequence is AVYSSSMVK. The MHC is HLA-B44:02 with pseudo-sequence HLA-B44:02. The binding affinity (normalized) is 0.0847. (2) The MHC is HLA-A29:02 with pseudo-sequence HLA-A29:02. The peptide sequence is GIDVTDLFA. The binding affinity (normalized) is 0. (3) The peptide sequence is IDVKDTKEAL. The MHC is HLA-B08:01 with pseudo-sequence HLA-B08:01. The binding affinity (normalized) is 0.0847. (4) The peptide sequence is FPVRPQVPI. The MHC is HLA-B07:02 with pseudo-sequence HLA-B07:02. The binding affinity (normalized) is 0.713.